This data is from Full USPTO retrosynthesis dataset with 1.9M reactions from patents (1976-2016). The task is: Predict the reactants needed to synthesize the given product. (1) Given the product [NH2:19][C:14]1[CH:13]=[C:12]([NH:11][C:9]([NH:8][C:5]2[CH:6]=[CH:7][C:2]([Cl:1])=[C:3]([C:22]([F:25])([F:23])[F:24])[CH:4]=2)=[O:10])[CH:17]=[CH:16][C:15]=1[CH3:18], predict the reactants needed to synthesize it. The reactants are: [Cl:1][C:2]1[CH:7]=[CH:6][C:5]([NH:8][C:9]([NH:11][C:12]2[CH:17]=[CH:16][C:15]([CH3:18])=[C:14]([N+:19]([O-])=O)[CH:13]=2)=[O:10])=[CH:4][C:3]=1[C:22]([F:25])([F:24])[F:23].C(O)C.[Sn](Cl)(Cl)(Cl)Cl. (2) Given the product [C:17]([O:16][C:15]([N:14]([CH3:22])[C:12]([C:11]1[C:10]([C:23]2[CH:28]=[CH:27][C:26]([F:29])=[CH:25][CH:24]=2)=[N:9][N:5]2[C:6]([F:8])=[CH:7][C:2]([C:32]3[CH:33]=[C:34]([CH:38]=[CH:39][C:31]=3[CH3:30])[C:35]([OH:37])=[O:36])=[CH:3][C:4]=12)=[O:13])=[O:21])([CH3:20])([CH3:19])[CH3:18], predict the reactants needed to synthesize it. The reactants are: Cl[C:2]1[CH:7]=[C:6]([F:8])[N:5]2[N:9]=[C:10]([C:23]3[CH:28]=[CH:27][C:26]([F:29])=[CH:25][CH:24]=3)[C:11]([C:12]([N:14]([CH3:22])[C:15](=[O:21])[O:16][C:17]([CH3:20])([CH3:19])[CH3:18])=[O:13])=[C:4]2[CH:3]=1.[CH3:30][C:31]1[CH:39]=[CH:38][C:34]([C:35]([OH:37])=[O:36])=[CH:33][C:32]=1B1OC(C)(C)C(C)(C)O1.C(=O)([O-])[O-].[Na+].[Na+].O1CCOCC1. (3) The reactants are: C[O:2][C:3](=[O:53])[C@@H:4]([NH:20][C:21]([C@@H:23]1[CH2:32][C:31]2[CH:30]=[C:29]3[O:33][CH2:34][C@H:35]([C:37]4[CH:42]=[CH:41][C:40]([O:43][CH2:44][C:45]5[CH:50]=[CH:49][C:48]([Cl:51])=[C:47]([Cl:52])[CH:46]=5)=[CH:39][CH:38]=4)[O:36][C:28]3=[CH:27][C:26]=2[CH2:25][NH:24]1)=[O:22])[CH2:5][C:6]1[CH:11]=[CH:10][C:9]([C:12]2[CH:17]=[CH:16][N:15]=[C:14]([CH3:18])[C:13]=2[CH3:19])=[CH:8][CH:7]=1.[CH3:54][C:55]1[O:56][C:57]([C:61](Cl)=[O:62])=[C:58]([CH3:60])[N:59]=1. Given the product [Cl:52][C:47]1[CH:46]=[C:45]([CH:50]=[CH:49][C:48]=1[Cl:51])[CH2:44][O:43][C:40]1[CH:41]=[CH:42][C:37]([C@H:35]2[CH2:34][O:33][C:29]3=[CH:30][C:31]4[CH2:32][C@@H:23]([C:21]([NH:20][C@@H:4]([CH2:5][C:6]5[CH:11]=[CH:10][C:9]([C:12]6[CH:17]=[CH:16][N:15]=[C:14]([CH3:18])[C:13]=6[CH3:19])=[CH:8][CH:7]=5)[C:3]([OH:2])=[O:53])=[O:22])[N:24]([C:61]([C:57]5[O:56][C:55]([CH3:54])=[N:59][C:58]=5[CH3:60])=[O:62])[CH2:25][C:26]=4[CH:27]=[C:28]3[O:36]2)=[CH:38][CH:39]=1, predict the reactants needed to synthesize it. (4) Given the product [NH2:18][C:17]1[N:12]2[N:11]=[C:10]([C:26]3[CH:27]=[CH:28][CH:29]=[CH:30][CH:31]=3)[C:9]([C:6]3[N:5]=[N:4][C:3]([O:2][CH3:1])=[CH:8][CH:7]=3)=[C:13]2[CH:14]=[CH:15][CH:16]=1, predict the reactants needed to synthesize it. The reactants are: [CH3:1][O:2][C:3]1[N:4]=[N:5][C:6]([C:9]2[C:10]([C:26]3[CH:31]=[CH:30][CH:29]=[CH:28][CH:27]=3)=[N:11][N:12]3[C:17]([NH:18]C(=O)OC(C)(C)C)=[CH:16][CH:15]=[CH:14][C:13]=23)=[CH:7][CH:8]=1.Cl. (5) The reactants are: Cl[C:2]1[N:3]=[C:4]([O:29][CH:30]2[CH2:33][CH2:32][CH2:31]2)[C:5]2[C:10]([C:11]3[CH:20]=[CH:19][C:14]([C:15]([NH:17][CH3:18])=[O:16])=[CH:13][CH:12]=3)=[CH:9][N:8]([CH2:21][O:22][CH2:23][CH2:24][Si:25]([CH3:28])([CH3:27])[CH3:26])[C:6]=2[N:7]=1.[NH2:34][C:35]1[CH:47]=[CH:46][C:38]([C:39]([NH:41][CH:42]2[CH2:45][O:44][CH2:43]2)=[O:40])=[CH:37][C:36]=1[O:48][CH3:49].C(=O)([O-])[O-].[Cs+].[Cs+].C1(P(C2C=CC=CC=2)C2C=CC3C(=CC=CC=3)C=2C2C3C(=CC=CC=3)C=CC=2P(C2C=CC=CC=2)C2C=CC=CC=2)C=CC=CC=1. Given the product [CH:30]1([O:29][C:4]2[C:5]3[C:10]([C:11]4[CH:20]=[CH:19][C:14]([C:15](=[O:16])[NH:17][CH3:18])=[CH:13][CH:12]=4)=[CH:9][N:8]([CH2:21][O:22][CH2:23][CH2:24][Si:25]([CH3:28])([CH3:27])[CH3:26])[C:6]=3[N:7]=[C:2]([NH:34][C:35]3[CH:47]=[CH:46][C:38]([C:39]([NH:41][CH:42]4[CH2:43][O:44][CH2:45]4)=[O:40])=[CH:37][C:36]=3[O:48][CH3:49])[N:3]=2)[CH2:33][CH2:32][CH2:31]1, predict the reactants needed to synthesize it. (6) Given the product [CH2:1]([O:8][C:9]1[C:14](=[O:15])[CH:13]=[C:12]([CH2:16][Br:27])[O:11][C:10]=1[C:22]([O:24][CH3:25])=[O:23])[C:2]1[CH:7]=[CH:6][CH:5]=[CH:4][CH:3]=1, predict the reactants needed to synthesize it. The reactants are: [CH2:1]([O:8][C:9]1[C:14](=[O:15])[CH:13]=[C:12]([CH2:16]OS(C)(=O)=O)[O:11][C:10]=1[C:22]([O:24][CH3:25])=[O:23])[C:2]1[CH:7]=[CH:6][CH:5]=[CH:4][CH:3]=1.[Na+].[Br-:27].O. (7) Given the product [CH3:25][NH:26][C:3]([C:5]1[N:6]=[C:7]([CH2:13][C:14]2([C:19]3[CH:20]=[CH:21][CH:22]=[CH:23][CH:24]=3)[CH2:18][CH2:17][CH2:16][CH2:15]2)[NH:8][C:9](=[O:12])[C:10]=1[OH:11])=[O:2], predict the reactants needed to synthesize it. The reactants are: C[O:2][C:3]([C:5]1[C:10]([OH:11])=[C:9]([OH:12])[N:8]=[C:7]([CH2:13][C:14]2([C:19]3[CH:24]=[CH:23][CH:22]=[CH:21][CH:20]=3)[CH2:18][CH2:17][CH2:16][CH2:15]2)[N:6]=1)=O.[CH3:25][NH2:26]. (8) Given the product [CH2:1]([O:3][CH2:4][C:5]1[N:6]([CH2:23][CH2:24][O:25][CH2:26][CH2:27][CH2:28][C:29]2[CH:30]=[N:31][CH:32]=[CH:33][CH:34]=2)[C:7]2[C:12]([CH3:13])=[C:11]([CH3:14])[N:10]=[C:9]([NH2:39])[C:8]=2[N:22]=1)[CH3:2], predict the reactants needed to synthesize it. The reactants are: [CH2:1]([O:3][CH2:4][C:5]1[N:6]([CH2:23][CH2:24][O:25][CH2:26][CH2:27][CH2:28][C:29]2[CH:30]=[N:31][CH:32]=[CH:33][CH:34]=2)[C:7]2[C:12]([CH3:13])=[C:11]([CH3:14])[N:10]=[C:9](OC3C=CC=CC=3)[C:8]=2[N:22]=1)[CH3:2].C([O-])(=O)C.[NH4+:39]. (9) Given the product [CH3:3][C:2]([C@@H:17]1[CH2:22][CH2:21][N:20]([C:31]2[CH:36]=[CH:35][C:34]([C:37]([F:40])([F:39])[F:38])=[CH:33][CH:32]=2)[C:19](=[O:23])[CH2:18]1)([S:4]([C:7]1[CH:12]=[CH:11][CH:10]=[C:9]([C:13]([F:14])([F:16])[F:15])[CH:8]=1)(=[O:5])=[O:6])[CH3:1], predict the reactants needed to synthesize it. The reactants are: [CH3:1][C:2]([C@@H:17]1[CH2:22][CH2:21][NH:20][C:19](=[O:23])[CH2:18]1)([S:4]([C:7]1[CH:12]=[CH:11][CH:10]=[C:9]([C:13]([F:16])([F:15])[F:14])[CH:8]=1)(=[O:6])=[O:5])[CH3:3].C(=O)([O-])[O-].[K+].[K+].I[C:31]1[CH:36]=[CH:35][C:34]([C:37]([F:40])([F:39])[F:38])=[CH:33][CH:32]=1.CNCCNC.